This data is from Reaction yield outcomes from USPTO patents with 853,638 reactions. The task is: Predict the reaction yield, written as a fraction of the theoretical maximum amount of product (1.0 means a 100% yield; for example, 0.34 means a 34% yield). The reactants are [Br:1][C:2]1[CH:3]=[CH:4][C:5]([OH:11])=[C:6]([C:8](=O)[CH3:9])[CH:7]=1.C(=O)([O-])[O-].[K+].[K+].Br[CH2:19][C:20]([O:22][CH3:23])=[O:21]. The catalyst is CN(C)C=O. The product is [Br:1][C:2]1[CH:3]=[CH:4][C:5]2[O:11][C:19]([C:20]([O:22][CH3:23])=[O:21])=[C:8]([CH3:9])[C:6]=2[CH:7]=1. The yield is 0.520.